From a dataset of Full USPTO retrosynthesis dataset with 1.9M reactions from patents (1976-2016). Predict the reactants needed to synthesize the given product. Given the product [F:21][C:19]1[CH:20]=[CH:13][C:14]([C:15]#[N:16])=[C:17]([N:1]2[CH:5]=[CH:4][N:3]=[CH:2]2)[CH:18]=1, predict the reactants needed to synthesize it. The reactants are: [NH:1]1[CH:5]=[CH:4][N:3]=[CH:2]1.C(=O)([O-])[O-].[K+].[K+].F[C:13]1[CH:20]=[C:19]([F:21])[CH:18]=[CH:17][C:14]=1[C:15]#[N:16].